This data is from Full USPTO retrosynthesis dataset with 1.9M reactions from patents (1976-2016). The task is: Predict the reactants needed to synthesize the given product. (1) Given the product [NH:32]1[C:1]([CH2:3][CH:4]2[CH2:5][CH2:6][N:7]([C:10]3[CH:15]=[CH:14][C:13]([N:16]4[CH2:20][C@H:19]([CH2:21][NH:22][C:23](=[O:25])[CH3:24])[O:18][C:17]4=[O:26])=[CH:12][C:11]=3[F:27])[CH2:8][CH2:9]2)=[N:2][N:34]=[N:33]1, predict the reactants needed to synthesize it. The reactants are: [C:1]([CH2:3][CH:4]1[CH2:9][CH2:8][N:7]([C:10]2[CH:15]=[CH:14][C:13]([N:16]3[CH2:20][CH:19]([CH2:21][NH:22][C:23](=[O:25])[CH3:24])[O:18][C:17]3=[O:26])=[CH:12][C:11]=2[F:27])[CH2:6][CH2:5]1)#[N:2].C[Si]([N:32]=[N+:33]=[N-:34])(C)C.C([Sn](=O)CCCC)CCC. (2) Given the product [F:1][C:2]1[CH:7]=[C:6]([F:8])[CH:5]=[CH:4][C:3]=1[C:9]1[C:17]2[C:12](=[CH:13][C:14]([O:18][CH2:19][CH2:20][N:21]3[CH2:22][CH2:23][S:24](=[O:28])(=[O:27])[CH2:25][CH2:26]3)=[CH:15][CH:16]=2)[C:11](=[O:29])[C:10]=1[C:65]1[CH:64]=[N:63][C:72]2[C:67]([CH:66]=1)=[CH:68][CH:69]=[CH:70][CH:71]=2, predict the reactants needed to synthesize it. The reactants are: [F:1][C:2]1[CH:7]=[C:6]([F:8])[CH:5]=[CH:4][C:3]=1[C:9]1[C:17]2[C:12](=[CH:13][C:14]([O:18][CH2:19][CH2:20][N:21]3[CH2:26][CH2:25][S:24](=[O:28])(=[O:27])[CH2:23][CH2:22]3)=[CH:15][CH:16]=2)[C:11](=[O:29])[C:10]=1C1C=CC(C)=CC=1.O1CCN(CCOC2C=C3C(C(C4C=CC=CC=4)=C(Br)C3=O)=CC=2)CC1.[N:63]1[C:72]2[C:67](=[CH:68][CH:69]=[CH:70][CH:71]=2)[CH:66]=[C:65](B(O)O)[CH:64]=1.